From a dataset of Reaction yield outcomes from USPTO patents with 853,638 reactions. Predict the reaction yield, written as a fraction of the theoretical maximum amount of product (1.0 means a 100% yield; for example, 0.34 means a 34% yield). (1) The reactants are Br[C:2]1[CH:7]=[CH:6][CH:5]=[C:4]([CH2:8][F:9])[N:3]=1.[CH2:10]([C:14]1[CH:23]=[N:22][C:21]2[C:16](=[CH:17][CH:18]=[C:19]([F:24])[CH:20]=2)[N:15]=1)[CH2:11][C:12]#[CH:13]. No catalyst specified. The product is [F:24][C:19]1[CH:20]=[C:21]2[C:16](=[CH:17][CH:18]=1)[N:15]=[C:14]([CH2:10][CH2:11][C:12]#[C:13][C:2]1[CH:7]=[CH:6][CH:5]=[C:4]([CH2:8][F:9])[N:3]=1)[CH:23]=[N:22]2. The yield is 0.650. (2) The reactants are [Br:1][C:2]1[CH:3]=[C:4]([CH:9]=[CH:10][C:11]=1[OH:12])[C:5]([O:7][CH3:8])=[O:6].C(=O)([O-])[O-].[K+].[K+].[CH2:19](Br)[C:20]1[CH:25]=[CH:24][CH:23]=[CH:22][CH:21]=1. The catalyst is C(#N)C. The product is [CH2:19]([O:12][C:11]1[CH:10]=[CH:9][C:4]([C:5]([O:7][CH3:8])=[O:6])=[CH:3][C:2]=1[Br:1])[C:20]1[CH:25]=[CH:24][CH:23]=[CH:22][CH:21]=1. The yield is 0.750. (3) The reactants are [Br:1][CH:2]1[CH:15]=[CH:14][C:13]2[C:4](=[C:5]3[C:10](=[CH:11][N:12]=2)[CH:9]=[CH:8][CH:7]=[CH:6]3)[C:3]1=O.P(Cl)(Cl)(Cl)(Cl)[Cl:18]. The catalyst is O=P(Cl)(Cl)Cl. The product is [Br:1][C:2]1[CH:15]=[CH:14][C:13]2[C:4](=[C:5]3[C:10](=[C:11]([Cl:18])[N:12]=2)[CH:9]=[CH:8][CH:7]=[CH:6]3)[CH:3]=1. The yield is 0.786. (4) The reactants are [CH2:1]([NH:3][C:4]([NH:6][C:7]1[S:8][C:9]2[CH:46]=[CH:45][CH:44]=[CH:43][C:10]=2[C:11]=1[C:12]([N:14]1[CH2:19][CH2:18][CH:17]([N:20]2[CH2:32][C:24]3([C:28](=[O:29])[O:27][C:26]([CH3:31])([CH3:30])[CH2:25]3)[N:23](C(OCC3C=CC=CC=3)=O)[CH2:22][CH2:21]2)[CH2:16][CH2:15]1)=[O:13])=[O:5])[CH3:2]. The catalyst is C(O)C.[C].[Pd]. The product is [CH3:31][C:26]1([CH3:30])[CH2:25][C:24]2([CH2:32][N:20]([CH:17]3[CH2:16][CH2:15][N:14]([C:12]([C:11]4[C:10]5[CH:43]=[CH:44][CH:45]=[CH:46][C:9]=5[S:8][C:7]=4[NH:6][C:4]([NH:3][CH2:1][CH3:2])=[O:5])=[O:13])[CH2:19][CH2:18]3)[CH2:21][CH2:22][NH:23]2)[C:28](=[O:29])[O:27]1. The yield is 0.690. (5) The reactants are [C:1]([NH:5][C:6]1[CH:11]=[CH:10][C:9]([N+:12]([O-:14])=[O:13])=[CH:8][C:7]=1[C:15]#[C:16][Si](C)(C)C)([CH3:4])([CH3:3])[CH3:2].CCOC(C)=O. The catalyst is CN(C=O)C.[Cu]I. The product is [C:1]([N:5]1[C:6]2[C:7](=[CH:8][C:9]([N+:12]([O-:14])=[O:13])=[CH:10][CH:11]=2)[CH:15]=[CH:16]1)([CH3:4])([CH3:3])[CH3:2]. The yield is 0.930. (6) The reactants are [NH:1]1[CH2:6][CH2:5][CH:4]([C:7]2[N:12]=[CH:11][C:10]([NH:13][C:14]3[N:19]=[C:18]([CH2:20][CH2:21][C:22]4[CH:27]=[CH:26][CH:25]=[CH:24][C:23]=4[CH:28]([CH3:32])[C:29]([NH2:31])=[O:30])[C:17]([C:33]([F:36])([F:35])[F:34])=[CH:16][N:15]=3)=[CH:9][CH:8]=2)[CH2:3][CH2:2]1.C=O.[C:39](O[BH-](OC(=O)C)OC(=O)C)(=O)C.[Na+]. The catalyst is CO. The product is [CH3:39][N:1]1[CH2:6][CH2:5][CH:4]([C:7]2[N:12]=[CH:11][C:10]([NH:13][C:14]3[N:19]=[C:18]([CH2:20][CH2:21][C:22]4[CH:27]=[CH:26][CH:25]=[CH:24][C:23]=4[CH:28]([CH3:32])[C:29]([NH2:31])=[O:30])[C:17]([C:33]([F:34])([F:36])[F:35])=[CH:16][N:15]=3)=[CH:9][CH:8]=2)[CH2:3][CH2:2]1. The yield is 0.300.